This data is from Reaction yield outcomes from USPTO patents with 853,638 reactions. The task is: Predict the reaction yield, written as a fraction of the theoretical maximum amount of product (1.0 means a 100% yield; for example, 0.34 means a 34% yield). (1) The product is [N:10]1([N:9]=[N:8][C:5]2[CH:6]=[CH:7][C:2]([C:22]3([OH:24])[CH2:23][O:20][CH2:21]3)=[CH:3][CH:4]=2)[CH2:14][CH2:13][CH2:12][CH2:11]1. The catalyst is C1COCC1. The yield is 0.970. The reactants are Br[C:2]1[CH:7]=[CH:6][C:5]([N:8]=[N:9][N:10]2[CH2:14][CH2:13][CH2:12][CH2:11]2)=[CH:4][CH:3]=1.[Li]CCCC.[O:20]1[CH2:23][C:22](=[O:24])[CH2:21]1. (2) The reactants are [N+:1]([C:4]1[CH:5]=[CH:6][C:7]([N:10]2[CH2:15][CH2:14][CH:13]([CH2:16][C:17]([O:19][CH3:20])=[O:18])[CH2:12][CH2:11]2)=[N:8][CH:9]=1)([O-])=O. The catalyst is CCO.[Pd]. The product is [NH2:1][C:4]1[CH:5]=[CH:6][C:7]([N:10]2[CH2:15][CH2:14][CH:13]([CH2:16][C:17]([O:19][CH3:20])=[O:18])[CH2:12][CH2:11]2)=[N:8][CH:9]=1. The yield is 0.700. (3) The yield is 0.600. The catalyst is O1CCCC1.O. The product is [CH:36]1([C:39]([NH:1][C:2]2[N:28]=[C:5]3[CH:6]=[CH:7][C:8]([O:10][C:11]4[CH:12]=[CH:13][C:14]([CH3:27])=[C:15]([NH:17][C:18]([C:20]5[N:24]([CH3:25])[N:23]=[C:22]([CH3:26])[CH:21]=5)=[O:19])[CH:16]=4)=[CH:9][N:4]3[N:3]=2)=[O:40])[CH2:38][CH2:37]1. The reactants are [NH2:1][C:2]1[N:28]=[C:5]2[CH:6]=[CH:7][C:8]([O:10][C:11]3[CH:12]=[CH:13][C:14]([CH3:27])=[C:15]([NH:17][C:18]([C:20]4[N:24]([CH3:25])[N:23]=[C:22]([CH3:26])[CH:21]=4)=[O:19])[CH:16]=3)=[CH:9][N:4]2[N:3]=1.C(N(CC)CC)C.[CH:36]1([C:39](Cl)=[O:40])[CH2:38][CH2:37]1. (4) The reactants are [C:1]([C:5]1[CH:6]=[C:7]2[C:11](=[CH:12][CH:13]=1)[C@H:10]([NH:14][C:15]([NH:17][C:18]1[CH:26]=[CH:25][CH:24]=[C:23]3[C:19]=1[CH:20]=[N:21][N:22]3[C:27]([O:29][CH2:30][P:31](=[O:34])([OH:33])[OH:32])=[O:28])=[O:16])[CH2:9][CH2:8]2)([CH3:4])([CH3:3])[CH3:2].[CH2:35]([N:37]([CH2:40][CH3:41])[CH2:38][CH3:39])[CH3:36]. The catalyst is CO. The product is [CH2:35]([N:37]([CH2:40][CH3:41])[CH2:38][CH3:39])[CH3:36].[C:1]([C:5]1[CH:6]=[C:7]2[C:11](=[CH:12][CH:13]=1)[C@H:10]([NH:14][C:15]([NH:17][C:18]1[CH:26]=[CH:25][CH:24]=[C:23]3[C:19]=1[CH:20]=[N:21][N:22]3[C:27]([O:29][CH2:30][P:31](=[O:32])([OH:34])[OH:33])=[O:28])=[O:16])[CH2:9][CH2:8]2)([CH3:4])([CH3:2])[CH3:3]. The yield is 1.00. (5) The reactants are [N+:1]1([O-])[C:2]([CH3:8])=[CH:3][CH:4]=[CH:5][C:6]=1[CH3:7].S(OC)(OC)(=O)=O.COS([O-])(=O)=O.CO[N+:25]1C(C)=CC=C[C:26]=1C.[C-]#N.[K+]. The catalyst is O. The product is [CH3:7][C:6]1[CH:5]=[C:4]([CH:3]=[C:2]([CH3:8])[N:1]=1)[C:26]#[N:25]. The yield is 0.420.